Regression. Given a peptide amino acid sequence and an MHC pseudo amino acid sequence, predict their binding affinity value. This is MHC class I binding data. From a dataset of Peptide-MHC class I binding affinity with 185,985 pairs from IEDB/IMGT. (1) The peptide sequence is FLGSHSEPL. The MHC is HLA-B18:01 with pseudo-sequence HLA-B18:01. The binding affinity (normalized) is 0.0847. (2) The peptide sequence is RTFGKLPYR. The MHC is HLA-B08:03 with pseudo-sequence HLA-B08:03. The binding affinity (normalized) is 0.0847. (3) The peptide sequence is MEDKTHVSSW. The MHC is HLA-B44:03 with pseudo-sequence HLA-B44:03. The binding affinity (normalized) is 0.565. (4) The peptide sequence is FLPIFSDEV. The MHC is H-2-Kb with pseudo-sequence H-2-Kb. The binding affinity (normalized) is 0.0385.